This data is from Forward reaction prediction with 1.9M reactions from USPTO patents (1976-2016). The task is: Predict the product of the given reaction. (1) Given the reactants Cl[S:2]([OH:5])(=[O:4])=[O:3].[CH:6]([N:9]1[C:13]([C:14]2[N:23]=[C:22]3[N:16]([CH2:17][CH2:18][O:19][C:20]4[CH:27]=[CH:26][CH:25]=[CH:24][C:21]=43)[CH:15]=2)=[N:12][CH:11]=[N:10]1)([CH3:8])[CH3:7].[OH-].[Na+:29], predict the reaction product. The product is: [CH:6]([N:9]1[C:13]([C:14]2[N:23]=[C:22]3[N:16]([CH2:17][CH2:18][O:19][C:20]4[CH:27]=[CH:26][C:25]([S:2]([O-:5])(=[O:4])=[O:3])=[CH:24][C:21]=43)[CH:15]=2)=[N:12][CH:11]=[N:10]1)([CH3:8])[CH3:7].[Na+:29]. (2) Given the reactants [F:1][C:2]([F:7])([F:6])[C:3]([OH:5])=[O:4].[Cl:8][C:9]1[CH:45]=[CH:44][C:12]([C:13]([N:15]2[CH2:21][C:20]3[CH:22]=[CH:23][C:24]([C:26](O)=[O:27])=[CH:25][C:19]=3[N:18]([CH2:29][C:30]3[CH:35]=[CH:34][C:33]([O:36][CH:37]4[CH2:42][CH2:41][NH:40][CH2:39][CH2:38]4)=[CH:32][CH:31]=3)[C:17](=[O:43])[CH2:16]2)=[O:14])=[CH:11][CH:10]=1.[NH:46]1[CH2:50][CH2:49][CH2:48][CH2:47]1.C(N(CC)CC)C, predict the reaction product. The product is: [F:1][C:2]([F:7])([F:6])[C:3]([OH:5])=[O:4].[Cl:8][C:9]1[CH:10]=[CH:11][C:12]([C:13]([N:15]2[CH2:21][C:20]3[CH:22]=[CH:23][C:24]([C:26]([N:46]4[CH2:50][CH2:49][CH2:48][CH2:47]4)=[O:27])=[CH:25][C:19]=3[N:18]([CH2:29][C:30]3[CH:35]=[CH:34][C:33]([O:36][CH:37]4[CH2:42][CH2:41][NH:40][CH2:39][CH2:38]4)=[CH:32][CH:31]=3)[C:17](=[O:43])[CH2:16]2)=[O:14])=[CH:44][CH:45]=1. (3) Given the reactants C[O:2][C:3]([C:5]1[CH:6]=[C:7]([C:16]2[CH:21]=[CH:20][C:19]([CH3:22])=[CH:18][CH:17]=2)[CH:8]=[C:9]([C:11]2[S:12][CH:13]=[CH:14][N:15]=2)[CH:10]=1)=[O:4].O[Li].O, predict the reaction product. The product is: [CH3:22][C:19]1[CH:18]=[CH:17][C:16]([C:7]2[CH:8]=[C:9]([C:11]3[S:12][CH:13]=[CH:14][N:15]=3)[CH:10]=[C:5]([C:3]([OH:4])=[O:2])[CH:6]=2)=[CH:21][CH:20]=1. (4) Given the reactants [CH2:1]([O:8][C:9]1[CH:10]=[C:11]2[C:15](=[CH:16][CH:17]=1)[NH:14][C:13]([C:18]([O:20][CH2:21][CH3:22])=[O:19])=[CH:12]2)[C:2]1[CH:7]=[CH:6][CH:5]=[CH:4][CH:3]=1.[C:23]([O:27][C:28]([N:30]1[C@@H:34]([CH3:35])[CH2:33]OS1(=O)=O)=[O:29])([CH3:26])([CH3:25])[CH3:24].CC(C)([O-])C.[K+], predict the reaction product. The product is: [CH2:21]([O:20][C:18]([C:13]1[N:14]([CH2:35][C@@H:34]([NH:30][C:28]([O:27][C:23]([CH3:25])([CH3:24])[CH3:26])=[O:29])[CH3:33])[C:15]2[C:11]([CH:12]=1)=[CH:10][C:9]([O:8][CH2:1][C:2]1[CH:3]=[CH:4][CH:5]=[CH:6][CH:7]=1)=[CH:17][CH:16]=2)=[O:19])[CH3:22].